The task is: Predict the reactants needed to synthesize the given product.. This data is from Full USPTO retrosynthesis dataset with 1.9M reactions from patents (1976-2016). (1) The reactants are: [Cl:1][C:2]1[CH:22]=[C:21]([CH:23]=[CH2:24])[CH:20]=[CH:19][C:3]=1[C:4]([NH:6][C:7]1[CH:8]=[CH:9][C:10]2[C:14]([CH3:16])([CH3:15])[O:13][B:12]([OH:17])[C:11]=2[CH:18]=1)=[O:5].[C:25]([Sn](CCCC)(CCCC)CCCC)(C)=C. Given the product [Cl:1][C:2]1[CH:22]=[C:21]([C:23]([CH3:25])=[CH2:24])[CH:20]=[CH:19][C:3]=1[C:4]([NH:6][C:7]1[CH:8]=[CH:9][C:10]2[C:14]([CH3:16])([CH3:15])[O:13][B:12]([OH:17])[C:11]=2[CH:18]=1)=[O:5], predict the reactants needed to synthesize it. (2) The reactants are: [NH2:1][N:2]1[N:11]=[C:10]([Cl:12])[C:9]2[C:4](=[CH:5][CH:6]=[CH:7][CH:8]=2)[C:3]1=[O:13].[Cl:14][C:15]1[CH:20]=[CH:19][C:18]([CH2:21][C:22](O)=[O:23])=[CH:17][CH:16]=1. Given the product [Cl:12][C:10]1[C:9]2[C:4](=[CH:5][CH:6]=[CH:7][CH:8]=2)[C:3](=[O:13])[N:2]([NH:1][C:22](=[O:23])[CH2:21][C:18]2[CH:19]=[CH:20][C:15]([Cl:14])=[CH:16][CH:17]=2)[N:11]=1, predict the reactants needed to synthesize it. (3) Given the product [Cl:1][C:2]1[CH:3]=[N:4][C:5]2[N:6]([N:8]=[C:9]([C:11]([N:28]3[CH2:27][CH2:26][N:25]4[C:21]([C:18]5[CH:19]=[N:20][C:15]([F:14])=[CH:16][CH:17]=5)=[CH:22][N:23]=[C:24]4[CH2:29]3)=[O:13])[CH:10]=2)[CH:7]=1, predict the reactants needed to synthesize it. The reactants are: [Cl:1][C:2]1[CH:3]=[N:4][C:5]2[N:6]([N:8]=[C:9]([C:11]([OH:13])=O)[CH:10]=2)[CH:7]=1.[F:14][C:15]1[N:20]=[CH:19][C:18]([C:21]2[N:25]3[CH2:26][CH2:27][NH:28][CH2:29][C:24]3=[N:23][CH:22]=2)=[CH:17][CH:16]=1. (4) Given the product [N:23]1[C:15]([NH2:14])=[C:16]2[C:20]([N:19]=[CH:18][NH:17]2)=[N:21][CH:22]=1, predict the reactants needed to synthesize it. The reactants are: Cl[Si](C)(C)C.C([NH:14][C:15]1[N:23]=[CH:22][N:21]=[C:20]2[C:16]=1[N:17]=[CH:18][N:19]2[C@@H]1O[C@H](CO)[C@@H](O)[C@@H]1O)(=O)C1C=CC=CC=1. (5) Given the product [CH:3]1([CH2:4][CH2:5][N:27]2[C:74](=[O:75])[C:73]([C:67]3[NH:66][C:65]4[S:64][CH:63]=[C:62]([CH2:61][NH:60][S:57]([CH3:56])(=[O:58])=[O:59])[C:70]=4[S:69](=[O:72])(=[O:71])[N:68]=3)=[C:19]([OH:20])[C@H:21]3[C@@H:26]2[C@H:25]2[CH2:28][C@@H:22]3[CH2:23][CH2:24]2)[CH2:2][CH2:6][CH2:7][CH2:8]1, predict the reactants needed to synthesize it. The reactants are: C[C:2]1(C)[CH:6]2[CH2:7][CH2:8][C:3]1(CS(O)(=O)=O)[C:4](=O)[CH2:5]2.C(O[C:19]([C@H:21]1[C@@H:26]([NH2:27])[C@@H:25]2[CH2:28][C@H:22]1[CH2:23][CH2:24]2)=[O:20])C.C1(CCOS(C2C=CC(C)=CC=2)(=O)=O)CCCC1.C(N(CC)CC)C.[I-].[K+].[CH3:56][S:57]([NH:60][CH2:61][C:62]1[C:70]2[S:69](=[O:72])(=[O:71])[N:68]=[C:67]([CH2:73][C:74](O)=[O:75])[NH:66][C:65]=2[S:64][CH:63]=1)(=[O:59])=[O:58].Cl.CN(C)CCCN=C=NCC.